From a dataset of Forward reaction prediction with 1.9M reactions from USPTO patents (1976-2016). Predict the product of the given reaction. (1) Given the reactants [CH:1]1([S:4]([C:7]2[CH:12]=[CH:11][C:10]([CH:13]([CH2:20][CH:21]3[CH2:26][CH2:25][O:24][CH2:23][CH2:22]3)[C:14](N(OC)C)=[O:15])=[CH:9][CH:8]=2)(=[O:6])=[O:5])[CH2:3][CH2:2]1.[CH:27]([Mg]Br)=[CH:28][CH3:29].Cl, predict the reaction product. The product is: [CH:1]1([S:4]([C:7]2[CH:12]=[CH:11][C:10]([CH:13]([C:14](=[O:15])[CH:27]=[CH:28][CH3:29])[CH2:20][CH:21]3[CH2:22][CH2:23][O:24][CH2:25][CH2:26]3)=[CH:9][CH:8]=2)(=[O:6])=[O:5])[CH2:3][CH2:2]1. (2) Given the reactants [C:1]1([CH2:7][N:8]2[C:17](=O)[C:16](=O)[N:15]3[C@H:10]([CH2:11][O:12][CH2:13][CH2:14]3)[CH2:9]2)[CH:6]=[CH:5][CH:4]=[CH:3][CH:2]=1.[H-].[H-].[H-].[H-].[Li+].[Al+3].O.[OH-].[Na+], predict the reaction product. The product is: [C:1]1([CH2:7][N:8]2[CH2:17][CH2:16][N:15]3[C@H:10]([CH2:11][O:12][CH2:13][CH2:14]3)[CH2:9]2)[CH:2]=[CH:3][CH:4]=[CH:5][CH:6]=1. (3) Given the reactants [C:1]([C:3]1[C:4]([O:10][CH2:11][C@H:12]2[CH2:14][C@@H:13]2[C:15]2[CH:20]=[CH:19][C:18]([O:21][CH3:22])=[CH:17][N:16]=2)=[N:5][C:6]([CH3:9])=[N:7][CH:8]=1)#[CH:2].[Si]([N:27]=[N+:28]=[N-:29])(C)(C)C.O=C1O[C@H]([C@H](CO)O)C([O-])=C1O.[Na+], predict the reaction product. The product is: [CH3:22][O:21][C:18]1[CH:19]=[CH:20][C:15]([C@H:13]2[CH2:14][C@@H:12]2[CH2:11][O:10][C:4]2[C:3]([C:1]3[N:27]=[N:28][NH:29][CH:2]=3)=[CH:8][N:7]=[C:6]([CH3:9])[N:5]=2)=[N:16][CH:17]=1. (4) Given the reactants [Br:1][C:2]1[C:3]([CH3:14])=[C:4]([C:10]([OH:13])=[CH:11][CH:12]=1)[C:5]([O:7][CH2:8][CH3:9])=[O:6].[H-].[Na+].[CH:17]1[CH:22]=[CH:21][C:20]([CH2:23]Br)=[CH:19][CH:18]=1, predict the reaction product. The product is: [CH2:23]([O:13][C:10]1[C:4]([C:5]([O:7][CH2:8][CH3:9])=[O:6])=[C:3]([CH3:14])[C:2]([Br:1])=[CH:12][CH:11]=1)[C:20]1[CH:21]=[CH:22][CH:17]=[CH:18][CH:19]=1.